This data is from Reaction yield outcomes from USPTO patents with 853,638 reactions. The task is: Predict the reaction yield, written as a fraction of the theoretical maximum amount of product (1.0 means a 100% yield; for example, 0.34 means a 34% yield). (1) The reactants are [CH2:1]([CH:8]([C:16]([OH:18])=[O:17])[C:9]([CH2:14][CH3:15])(O)[C:10]([OH:12])=O)[C:2]1[CH:7]=[CH:6][CH:5]=[CH:4][CH:3]=1. The catalyst is C(OC(=O)C)(=O)C. The product is [CH2:1]([C:8]1[C:16]([O:18][C:10](=[O:12])[C:9]=1[CH2:14][CH3:15])=[O:17])[C:2]1[CH:3]=[CH:4][CH:5]=[CH:6][CH:7]=1. The yield is 0.790. (2) The reactants are Cl[CH2:2][C:3]1[CH:35]=[CH:34][C:6]([C:7]([NH:9][C:10]2[CH:15]=[CH:14][C:13]([CH3:16])=[C:12]([NH:17][C:18]3[CH:23]=[C:22]([C:24]([F:27])([F:26])[F:25])[N:21]=[C:20]([C:28]4[CH:33]=[CH:32][N:31]=[CH:30][CH:29]=4)[N:19]=3)[CH:11]=2)=[O:8])=[CH:5][CH:4]=1.[CH3:36][N:37]1[CH2:42][CH2:41][NH:40][CH2:39][CH2:38]1.C(N(CC)C(C)C)(C)C. The catalyst is O1CCCC1. The product is [CH3:36][N:37]1[CH2:42][CH2:41][N:40]([CH2:2][C:3]2[CH:35]=[CH:34][C:6]([C:7]([NH:9][C:10]3[CH:15]=[CH:14][C:13]([CH3:16])=[C:12]([NH:17][C:18]4[CH:23]=[C:22]([C:24]([F:27])([F:26])[F:25])[N:21]=[C:20]([C:28]5[CH:33]=[CH:32][N:31]=[CH:30][CH:29]=5)[N:19]=4)[CH:11]=3)=[O:8])=[CH:5][CH:4]=2)[CH2:39][CH2:38]1. The yield is 0.410.